This data is from Full USPTO retrosynthesis dataset with 1.9M reactions from patents (1976-2016). The task is: Predict the reactants needed to synthesize the given product. Given the product [Cl:3][C:4]1[CH:5]=[CH:6][C:7]2[N:13]=[C:12]([N:14]3[CH2:15][CH2:16][N:17]([CH2:20][C:21]([CH3:26])([CH3:25])[C:22]([OH:24])=[O:23])[CH2:18][CH2:19]3)[C:11]3=[CH:27][C:28]([CH2:30][CH3:31])=[CH:29][N:10]3[CH2:9][C:8]=2[CH:32]=1, predict the reactants needed to synthesize it. The reactants are: Cl.Cl.[Cl:3][C:4]1[CH:5]=[CH:6][C:7]2[N:13]=[C:12]([N:14]3[CH2:19][CH2:18][N:17]([CH2:20][C:21]([CH3:26])([CH3:25])[C:22]([OH:24])=[O:23])[CH2:16][CH2:15]3)[C:11]3=[CH:27][C:28]([CH2:30][CH3:31])=[CH:29][N:10]3[CH2:9][C:8]=2[CH:32]=1.CO.